This data is from Forward reaction prediction with 1.9M reactions from USPTO patents (1976-2016). The task is: Predict the product of the given reaction. (1) Given the reactants Cl[C:2]1[CH:7]=[C:6]([O:8][C:9]2[C:10]([CH3:16])=[N:11][C:12]([CH3:15])=[CH:13][CH:14]=2)[CH:5]=[CH:4][N:3]=1.[NH2:17][C:18]1[CH:28]=[CH:27][C:21]([C:22]([O:24][CH2:25][CH3:26])=[O:23])=[CH:20][CH:19]=1.C([O-])([O-])=O.[Cs+].[Cs+].CC1(C)C2C(=C(P(C3C=CC=CC=3)C3C=CC=CC=3)C=CC=2)OC2C(P(C3C=CC=CC=3)C3C=CC=CC=3)=CC=CC1=2, predict the reaction product. The product is: [CH3:16][C:10]1[C:9]([O:8][C:6]2[CH:5]=[CH:4][N:3]=[C:2]([NH:17][C:18]3[CH:19]=[CH:20][C:21]([C:22]([O:24][CH2:25][CH3:26])=[O:23])=[CH:27][CH:28]=3)[CH:7]=2)=[CH:14][CH:13]=[C:12]([CH3:15])[N:11]=1. (2) The product is: [Cl:27][C:28]1[CH:33]=[C:32]([C:2]2[CH:3]=[C:4]3[C:9](=[CH:10][CH:11]=2)[N:8]=[CH:7][C:6]([S:12]([CH3:15])(=[O:14])=[O:13])=[C:5]3[NH:16][C:17]2[CH:18]=[CH:19][C:20]([CH2:23][N:24]([CH3:25])[CH3:26])=[CH:21][CH:22]=2)[CH:31]=[C:30]([Cl:43])[C:29]=1[OH:44]. Given the reactants Br[C:2]1[CH:3]=[C:4]2[C:9](=[CH:10][CH:11]=1)[N:8]=[CH:7][C:6]([S:12]([CH3:15])(=[O:14])=[O:13])=[C:5]2[NH:16][C:17]1[CH:22]=[CH:21][C:20]([CH2:23][N:24]([CH3:26])[CH3:25])=[CH:19][CH:18]=1.[Cl:27][C:28]1[CH:33]=[C:32](B2OC(C)(C)C(C)(C)O2)[CH:31]=[C:30]([Cl:43])[C:29]=1[OH:44], predict the reaction product.